Dataset: Forward reaction prediction with 1.9M reactions from USPTO patents (1976-2016). Task: Predict the product of the given reaction. (1) Given the reactants [C:1]1([N:7]2[CH:11]=[C:10]([C:12]3[CH2:13][CH2:14][N:15](C(OC(C)(C)C)=O)[CH2:16][CH:17]=3)[N:9]=[N:8]2)[CH:6]=[CH:5][CH:4]=[CH:3][CH:2]=1, predict the reaction product. The product is: [C:1]1([N:7]2[CH:11]=[C:10]([C:12]3[CH2:13][CH2:14][NH:15][CH2:16][CH:17]=3)[N:9]=[N:8]2)[CH:2]=[CH:3][CH:4]=[CH:5][CH:6]=1. (2) Given the reactants N[C:2]1[CH:6]=[C:5]([C:7]([CH3:10])(C)C)O[N:3]=1.ClC(Cl)(OC(=O)OC(Cl)(Cl)Cl)Cl.N[C:24]([NH2:26])=O.[CH3:27][NH:28]N, predict the reaction product. The product is: [CH3:27][N:28]1[C:6]2[CH:5]=[CH:7][CH:10]=[N:3][C:2]=2[CH:24]=[N:26]1. (3) Given the reactants [N:1]12[CH2:10][CH:5]3[CH2:6][CH:7]([CH2:9][CH:3]([C@@H:4]3[NH2:11])[CH2:2]1)[CH2:8]2.[O:12]([C:19]1[CH:27]=[CH:26][C:22]([C:23](O)=[O:24])=[CH:21][CH:20]=1)[C:13]1[CH:18]=[CH:17][CH:16]=[CH:15][CH:14]=1.N, predict the reaction product. The product is: [N:1]12[CH2:10][CH:5]3[CH2:6][CH:7]([CH2:9][CH:3]([C@@H:4]3[NH:11][C:23](=[O:24])[C:22]3[CH:21]=[CH:20][C:19]([O:12][C:13]4[CH:18]=[CH:17][CH:16]=[CH:15][CH:14]=4)=[CH:27][CH:26]=3)[CH2:2]1)[CH2:8]2. (4) Given the reactants Cl[C:2]1[N:7]=[C:6]([CH3:8])[CH:5]=[C:4]([CH3:9])[N:3]=1.[NH2:10][CH:11]1[CH2:16][CH2:15][N:14]([C:17]([O:19][C:20]([CH3:23])([CH3:22])[CH3:21])=[O:18])[CH2:13][CH2:12]1.CC(C)([O-])C.[Na+].C1(P(C2CCCCC2)C2C=CC=CC=2C2C=CC=CC=2)CCCCC1, predict the reaction product. The product is: [C:20]([O:19][C:17]([N:14]1[CH2:15][CH2:16][CH:11]([NH:10][C:2]2[N:7]=[C:6]([CH3:8])[CH:5]=[C:4]([CH3:9])[N:3]=2)[CH2:12][CH2:13]1)=[O:18])([CH3:23])([CH3:21])[CH3:22]. (5) Given the reactants [C:1]([C:5]1[CH:10]=[CH:9][C:8]([C:11]2[S:12][CH:13]=[C:14]([C:17]([CH3:19])=O)[C:15]=2[OH:16])=[CH:7][CH:6]=1)([CH3:4])([CH3:3])[CH3:2].[Cl:20][C:21]1[CH:30]=[C:29]([C:31]([NH:33][NH2:34])=[O:32])[CH:28]=[CH:27][C:22]=1[C:23]([O:25][CH3:26])=[O:24], predict the reaction product. The product is: [Cl:20][C:21]1[CH:30]=[C:29]([C:31]([NH:33][N:34]=[C:17]([C:14]2[C:15]([OH:16])=[C:11]([C:8]3[CH:9]=[CH:10][C:5]([C:1]([CH3:4])([CH3:3])[CH3:2])=[CH:6][CH:7]=3)[S:12][CH:13]=2)[CH3:19])=[O:32])[CH:28]=[CH:27][C:22]=1[C:23]([O:25][CH3:26])=[O:24]. (6) Given the reactants [F:1][C:2]([F:17])([F:16])[C:3]1[CH:4]=[C:5]([C:9]2[CH:10]=[CH:11][C:12](=[O:15])[NH:13][N:14]=2)[CH:6]=[CH:7][CH:8]=1.I[C:19]1[N:23]([C:24]2[CH:29]=[CH:28][CH:27]=[CH:26][CH:25]=2)[N:22]=[CH:21][CH:20]=1.C(=O)([O-])[O-].[K+].[K+].Cl, predict the reaction product. The product is: [C:24]1([N:23]2[C:19]([N:13]3[C:12](=[O:15])[CH:11]=[CH:10][C:9]([C:5]4[CH:6]=[CH:7][CH:8]=[C:3]([C:2]([F:1])([F:16])[F:17])[CH:4]=4)=[N:14]3)=[CH:20][CH:21]=[N:22]2)[CH:25]=[CH:26][CH:27]=[CH:28][CH:29]=1. (7) Given the reactants [CH3:1][Si:2]([CH3:17])([CH3:16])[CH2:3][CH2:4][O:5][CH2:6][O:7][CH2:8][C:9]1[N:10]=[C:11]([C:14]#[N:15])[S:12][CH:13]=1.[NH2:18][OH:19].Cl.C([O-])([O-])=O.[Na+].[Na+], predict the reaction product. The product is: [OH:19][N:18]=[C:14]([C:11]1[S:12][CH:13]=[C:9]([CH2:8][O:7][CH2:6][O:5][CH2:4][CH2:3][Si:2]([CH3:17])([CH3:16])[CH3:1])[N:10]=1)[NH2:15]. (8) The product is: [CH3:1][O:2][C:3]1[CH:17]=[C:16]([NH2:18])[CH:15]=[CH:14][C:4]=1[O:5][CH2:6][CH2:7][N:8]1[CH2:13][CH2:12][O:11][CH2:10][CH2:9]1. Given the reactants [CH3:1][O:2][C:3]1[CH:17]=[C:16]([N+:18]([O-])=O)[CH:15]=[CH:14][C:4]=1[O:5][CH2:6][CH2:7][N:8]1[CH2:13][CH2:12][O:11][CH2:10][CH2:9]1.[H][H], predict the reaction product.